Regression. Given a peptide amino acid sequence and an MHC pseudo amino acid sequence, predict their binding affinity value. This is MHC class I binding data. From a dataset of Peptide-MHC class I binding affinity with 185,985 pairs from IEDB/IMGT. (1) The peptide sequence is RPTHKPVTL. The MHC is HLA-B18:01 with pseudo-sequence HLA-B18:01. The binding affinity (normalized) is 0.213. (2) The binding affinity (normalized) is 0.577. The peptide sequence is ATIGTAMYK. The MHC is HLA-A68:02 with pseudo-sequence HLA-A68:02.